Dataset: Forward reaction prediction with 1.9M reactions from USPTO patents (1976-2016). Task: Predict the product of the given reaction. (1) Given the reactants C([S:4][CH2:5][C@H:6]1[N:11]([CH2:12][CH:13](Cl)[C:14]2[C:15]([CH3:24])=[C:16]3[C:20](=[CH:21][CH:22]=2)[C:19](=[O:23])[O:18][CH2:17]3)[CH2:10][CH2:9][N:8]([C:26]([O:28][C:29]([CH3:32])([CH3:31])[CH3:30])=[O:27])[CH2:7]1)(=O)C.C[O-].[Na+].CO, predict the reaction product. The product is: [CH3:24][C:15]1[C:14]([C@@H:13]2[S:4][CH2:5][C@@H:6]3[CH2:7][N:8]([C:26]([O:28][C:29]([CH3:32])([CH3:31])[CH3:30])=[O:27])[CH2:9][CH2:10][N:11]3[CH2:12]2)=[CH:22][CH:21]=[C:20]2[C:16]=1[CH2:17][O:18][C:19]2=[O:23]. (2) Given the reactants [H-].[Na+].[C:3]([O:7][C:8]([N:10]1[CH2:20][CH2:19][C:13]2([O:17][C:16](=[O:18])[NH:15][CH2:14]2)[CH2:12][CH2:11]1)=[O:9])([CH3:6])([CH3:5])[CH3:4].[CH2:21](Br)[C:22]1[CH:27]=[CH:26][CH:25]=[CH:24][CH:23]=1.O, predict the reaction product. The product is: [C:3]([O:7][C:8]([N:10]1[CH2:11][CH2:12][C:13]2([O:17][C:16](=[O:18])[N:15]([CH2:21][C:22]3[CH:27]=[CH:26][CH:25]=[CH:24][CH:23]=3)[CH2:14]2)[CH2:19][CH2:20]1)=[O:9])([CH3:6])([CH3:4])[CH3:5]. (3) Given the reactants [F:1][C:2]1[CH:7]=[C:6]([F:8])[CH:5]=[CH:4][C:3]=1[C:9]1[N:10]=[C:11]2[CH2:16][CH2:15][CH2:14][CH2:13][N:12]2[C:17]=1I.C([Mg]Cl)(C)C.I[C:25]1[CH:26]=[CH:27][C:28]2[N:29]([C:31]([CH:34]([CH3:36])[CH3:35])=[N:32][N:33]=2)[N:30]=1.CN(C=O)C, predict the reaction product. The product is: [F:1][C:2]1[CH:7]=[C:6]([F:8])[CH:5]=[CH:4][C:3]=1[C:9]1[N:10]=[C:11]2[CH2:16][CH2:15][CH2:14][CH2:13][N:12]2[C:17]=1[C:25]1[CH:26]=[CH:27][C:28]2[N:29]([C:31]([CH:34]([CH3:36])[CH3:35])=[N:32][N:33]=2)[N:30]=1. (4) Given the reactants [Cl:1][C:2]1[CH:3]=[C:4]2[C:13](=[CH:14][CH:15]=1)[C:12]([NH:16][CH2:17][CH2:18][CH2:19][CH2:20][CH2:21][CH2:22][CH2:23][NH2:24])=[C:11]1[C:6]([CH2:7][CH2:8][CH2:9][CH2:10]1)=[N:5]2.Cl[C:26]1[C:27]2[C:32]([N:33]=[C:34]3[C:39]=1[CH:38]=[CH:37][CH:36]=[CH:35]3)=[CH:31][CH:30]=[CH:29][CH:28]=2, predict the reaction product. The product is: [CH:28]1[C:27]2[C:32](=[N:33][C:34]3[C:39]([C:26]=2[NH:24][CH2:23][CH2:22][CH2:21][CH2:20][CH2:19][CH2:18][CH2:17][NH:16][C:12]2[C:13]4[C:4]([N:5]=[C:6]5[C:11]=2[CH2:10][CH2:9][CH2:8][CH2:7]5)=[CH:3][C:2]([Cl:1])=[CH:15][CH:14]=4)=[CH:38][CH:37]=[CH:36][CH:35]=3)[CH:31]=[CH:30][CH:29]=1. (5) Given the reactants [CH3:1][C:2]1([CH3:25])[CH2:7][C:6]([CH3:9])([CH3:8])[CH2:5][C:4](=[C:10]([C:18]2[CH:23]=[CH:22][C:21]([OH:24])=[CH:20][CH:19]=2)[C:11]2[CH:16]=[CH:15][C:14]([OH:17])=[CH:13][CH:12]=2)[CH2:3]1.C([O-])([O-])=O.[K+].[K+].Br[C:33]([CH3:40])([CH3:39])[C:34]([O:36][CH2:37][CH3:38])=[O:35], predict the reaction product. The product is: [OH:24][C:21]1[CH:20]=[CH:19][C:18]([C:10](=[C:4]2[CH2:3][C:2]([CH3:25])([CH3:1])[CH2:7][C:6]([CH3:8])([CH3:9])[CH2:5]2)[C:11]2[CH:12]=[CH:13][C:14]([O:17][C:33]([CH3:40])([CH3:39])[C:34]([O:36][CH2:37][CH3:38])=[O:35])=[CH:15][CH:16]=2)=[CH:23][CH:22]=1.